Dataset: Full USPTO retrosynthesis dataset with 1.9M reactions from patents (1976-2016). Task: Predict the reactants needed to synthesize the given product. (1) Given the product [Br:1][C:2]1[CH:9]=[CH:8][C:5]([N:6]([CH3:7])[C:19](=[O:26])[C:20]2[CH:25]=[CH:24][CH:23]=[CH:22][CH:21]=2)=[C:4]([NH2:10])[CH:3]=1, predict the reactants needed to synthesize it. The reactants are: [Br:1][C:2]1[CH:9]=[CH:8][C:5]([NH:6][CH3:7])=[C:4]([N+:10]([O-])=O)[CH:3]=1.N1C=CC=CC=1.[C:19](Cl)(=[O:26])[C:20]1[CH:25]=[CH:24][CH:23]=[CH:22][CH:21]=1. (2) Given the product [ClH:12].[F:2][C:3]([F:11])([F:10])[C:4]1([CH2:7][CH2:8][NH2:9])[CH2:6][CH2:5]1, predict the reactants needed to synthesize it. The reactants are: B.[F:2][C:3]([F:11])([F:10])[C:4]1([CH2:7][C:8]#[N:9])[CH2:6][CH2:5]1.[ClH:12]. (3) Given the product [CH3:51][S:49]([C:45]1[CH:44]=[C:43]([CH:48]=[CH:47][CH:46]=1)[CH2:42][NH:41][C:39]1[C:38]([C:52]([F:55])([F:54])[F:53])=[CH:37][N:36]=[C:35]([NH:78][C:79]2[CH:80]=[CH:81][C:82]([CH2:83][P:84](=[O:91])([O:85][CH2:86][CH3:87])[O:88][CH2:89][CH3:90])=[CH:92][CH:93]=2)[N:40]=1)=[O:50], predict the reactants needed to synthesize it. The reactants are: ClC1N=C(Cl)C(C(F)(F)F)=CN=1.Cl.CS(C1C=C(CN)C=CC=1)=O.C(N(C(C)C)CC)(C)C.Cl[C:35]1[N:40]=[C:39]([NH:41][CH2:42][C:43]2[CH:48]=[CH:47][CH:46]=[C:45]([S:49]([CH3:51])=[O:50])[CH:44]=2)[C:38]([C:52]([F:55])([F:54])[F:53])=[CH:37][N:36]=1.ClC1C(C(F)(F)F)=CN=C(NCC2C=CC=C(S(C)=O)C=2)N=1.[NH2:78][C:79]1[CH:93]=[CH:92][C:82]([CH2:83][P:84](=[O:91])([O:88][CH2:89][CH3:90])[O:85][CH2:86][CH3:87])=[CH:81][CH:80]=1.C(O)(C(F)(F)F)=O. (4) Given the product [CH3:26][O:25]/[N:27]=[C:2](/[C@@H:4]1[C@:8]2([CH3:23])[C@H:7]([C@H:12]3[C@H:11]([CH2:10][CH2:9]2)[C@:16]2([CH3:22])[C:15]([CH2:20][C@@H:19]([OH:21])[CH2:18][CH2:17]2)=[CH:14][CH2:13]3)[CH2:6][CH2:5]1)\[CH3:1], predict the reactants needed to synthesize it. The reactants are: [CH3:1][C:2]([C@@H:4]1[C@@:8]2([CH3:23])[CH2:9][CH2:10][C@@H:11]3[C@@:16]4([CH3:22])[CH2:17][CH2:18][C@H:19]([OH:21])[CH2:20][C:15]4=[CH:14][CH2:13][C@H:12]3[C@@H:7]2[CH2:6][CH2:5]1)=O.Cl.[O:25]([NH2:27])[CH3:26].N1C=CC=CC=1. (5) Given the product [CH2:1]([O:3][C:4](=[O:24])[CH:5]([C:6]1[CH:11]=[C:10]([C:12]([F:14])([F:15])[F:13])[CH:9]=[C:8]([O:16][CH2:17][C:18]2[CH:23]=[CH:22][CH:21]=[CH:20][CH:19]=2)[CH:7]=1)[CH3:28])[CH3:2], predict the reactants needed to synthesize it. The reactants are: [CH2:1]([O:3][C:4](=[O:24])[CH2:5][C:6]1[CH:11]=[C:10]([C:12]([F:15])([F:14])[F:13])[CH:9]=[C:8]([O:16][CH2:17][C:18]2[CH:23]=[CH:22][CH:21]=[CH:20][CH:19]=2)[CH:7]=1)[CH3:2].[H-].[Na+].I[CH3:28]. (6) Given the product [CH2:10]([C:8]1[N:7]([C:14]2[CH:19]=[CH:18][CH:17]=[CH:16][CH:15]=2)[N:6]=[C:5]([CH2:4][NH:1][CH3:20])[CH:9]=1)[CH:11]([CH3:13])[CH3:12], predict the reactants needed to synthesize it. The reactants are: [N:1]([CH2:4][C:5]1[CH:9]=[C:8]([CH2:10][CH:11]([CH3:13])[CH3:12])[N:7]([C:14]2[CH:19]=[CH:18][CH:17]=[CH:16][CH:15]=2)[N:6]=1)=[N+]=[N-].[CH3:20]I.